From a dataset of Reaction yield outcomes from USPTO patents with 853,638 reactions. Predict the reaction yield, written as a fraction of the theoretical maximum amount of product (1.0 means a 100% yield; for example, 0.34 means a 34% yield). (1) The reactants are [NH2:1][C:2]1[C:11]2[C:6](=[CH:7][CH:8]=[CH:9][CH:10]=2)[CH:5]=[CH:4][C:3]=1[C:12]([OH:21])([C:17]([F:20])([F:19])[F:18])[C:13]([F:16])([F:15])[F:14].[Cl:22][C:23]1[CH:31]=[CH:30][C:26]([C:27](Cl)=[O:28])=[CH:25][CH:24]=1. No catalyst specified. The product is [Cl:22][C:23]1[CH:31]=[CH:30][C:26]([C:27]([NH:1][C:2]2[C:11]3[C:6](=[CH:7][CH:8]=[CH:9][CH:10]=3)[CH:5]=[CH:4][C:3]=2[C:12]([OH:21])([C:13]([F:14])([F:15])[F:16])[C:17]([F:18])([F:19])[F:20])=[O:28])=[CH:25][CH:24]=1. The yield is 0.190. (2) The reactants are Br[CH2:2][C:3]([C:5]1[CH:10]=[C:9]([Cl:11])[CH:8]=[CH:7][C:6]=1[OH:12])=O.[NH2:13][C:14]([NH2:16])=[S:15].C(=O)([O-])O.[Na+]. The catalyst is C(O)C. The product is [NH2:16][C:14]1[S:15][CH:2]=[C:3]([C:5]2[CH:10]=[C:9]([Cl:11])[CH:8]=[CH:7][C:6]=2[OH:12])[N:13]=1. The yield is 0.645. (3) The reactants are S(Cl)([Cl:3])=O.[Cl:5][C:6]1[CH:7]=[C:8]([N:13]2[CH:17]=[C:16]([CH2:18]O)[N:15]=[CH:14]2)[CH:9]=[CH:10][C:11]=1[Cl:12].[OH-].[Na+]. No catalyst specified. The product is [Cl:3][CH2:18][C:16]1[N:15]=[CH:14][N:13]([C:8]2[CH:9]=[CH:10][C:11]([Cl:12])=[C:6]([Cl:5])[CH:7]=2)[CH:17]=1. The yield is 0.950. (4) The reactants are [N:1]1[C:8]([Cl:9])=[N:7][C:5]([Cl:6])=[N:4][C:2]=1Cl.Cl[C:11]1[CH:12]=[C:13]([CH:16]=[CH:17][C:18]=1[NH2:19])[O:14][CH3:15].[OH-].[Na+].[ClH:22]. The catalyst is CC(C)=O. The product is [Cl:22][C:12]1[CH:11]=[C:18]([NH:19][C:2]2[N:1]=[C:8]([Cl:9])[N:7]=[C:5]([Cl:6])[N:4]=2)[CH:17]=[CH:16][C:13]=1[O:14][CH3:15]. The yield is 0.960. (5) The reactants are [C:1]([O:5][C:6](=[O:27])[C:7]([O:10][C:11]1[CH:16]=[CH:15][C:14]([CH2:17][CH2:18][CH2:19][CH:20]2[C:24](=[O:25])[NH:23][C:22](=[O:26])[NH:21]2)=[CH:13][CH:12]=1)([CH3:9])[CH3:8])([CH3:4])([CH3:3])[CH3:2].[CH3:28][C:29]1[CH:30]=[C:31]([CH:34]=[CH:35][C:36]=1[CH3:37])[CH2:32]Cl.[O-]S([O-])(=O)=O.[Mg+2].C([O-])([O-])=O.[K+].[K+]. The catalyst is CN(C=O)C. The product is [C:1]([O:5][C:6](=[O:27])[C:7]([O:10][C:11]1[CH:16]=[CH:15][C:14]([CH2:17][CH2:18][CH2:19][CH:20]2[C:24](=[O:25])[N:23]([CH2:32][C:31]3[CH:34]=[CH:35][C:36]([CH3:37])=[C:29]([CH3:28])[CH:30]=3)[C:22](=[O:26])[NH:21]2)=[CH:13][CH:12]=1)([CH3:9])[CH3:8])([CH3:2])([CH3:3])[CH3:4]. The yield is 0.530. (6) The reactants are [Cl:1][C:2]1[C:7]([O:8][CH3:9])=[CH:6][C:5]([O:10][CH3:11])=[CH:4][C:3]=1[C:12]1[C:23](=[O:24])[N:22]([CH2:25][CH2:26][CH2:27][N:28]2[C@@H:33]([CH3:34])[CH2:32][N:31]([C:35]([O:37][C:38]([CH3:41])([CH3:40])[CH3:39])=[O:36])[CH2:30][C@H:29]2[CH3:42])[C:15]2[N:16]=[C:17]([S:20][CH3:21])[N:18]=[CH:19][C:14]=2[CH:13]=1.C1C=C(Cl)C=C(C(OO)=[O:51])C=1. The catalyst is C(Cl)Cl. The product is [Cl:1][C:2]1[C:7]([O:8][CH3:9])=[CH:6][C:5]([O:10][CH3:11])=[CH:4][C:3]=1[C:12]1[C:23](=[O:24])[N:22]([CH2:25][CH2:26][CH2:27][N:28]2[C@@H:29]([CH3:42])[CH2:30][N:31]([C:35]([O:37][C:38]([CH3:40])([CH3:39])[CH3:41])=[O:36])[CH2:32][C@H:33]2[CH3:34])[C:15]2[N:16]=[C:17]([S:20]([CH3:21])=[O:51])[N:18]=[CH:19][C:14]=2[CH:13]=1. The yield is 1.00. (7) The reactants are N[C:2]1([CH2:9][C:10]([O:12][CH3:13])=[O:11])[CH2:7][CH2:6][CH2:5][N:4]([CH3:8])[CH2:3]1.CCN(CC)CC.Cl[S:22]([NH:25][C:26](=O)OCCCl)(=[O:24])=[O:23].C[NH:33][C:34]1[CH:39]=[CH:38][C:37]([CH2:40][CH2:41][CH2:42][CH2:43][CH2:44][CH2:45][CH2:46][CH3:47])=[CH:36][CH:35]=1. The catalyst is C(Cl)Cl.CC#N. The product is [CH3:8][N:4]1[CH2:5][CH2:6][CH2:7][C:2]([CH2:9][C:10]([O:12][CH3:13])=[O:11])([N:25]([CH3:26])[S:22](=[O:23])(=[O:24])[NH:33][C:34]2[CH:39]=[CH:38][C:37]([CH2:40][CH2:41][CH2:42][CH2:43][CH2:44][CH2:45][CH2:46][CH3:47])=[CH:36][CH:35]=2)[CH2:3]1. The yield is 0.220. (8) The reactants are [C:1]([C:3]1[CH:4]=[C:5]2[C:10](=[CH:11][C:12]=1[O:13][CH2:14][CH2:15][O:16][CH3:17])[N:9]=[CH:8][CH:7]=[C:6]2[O:18][C:19]1[CH:24]=[CH:23][C:22]([NH:25][C:26](=O)[O:27]C2C=CC=CC=2)=[CH:21][CH:20]=1)#[N:2].[NH2:35][C:36]1[CH:41]=[CH:40][CH:39]=[CH:38][N:37]=1.C(OCC)(=O)C.O. The catalyst is CS(C)=O. The product is [C:1]([C:3]1[CH:4]=[C:5]2[C:10](=[CH:11][C:12]=1[O:13][CH2:14][CH2:15][O:16][CH3:17])[N:9]=[CH:8][CH:7]=[C:6]2[O:18][C:19]1[CH:24]=[CH:23][C:22]([NH:25][C:26]([NH:35][C:36]2[CH:41]=[CH:40][CH:39]=[CH:38][N:37]=2)=[O:27])=[CH:21][CH:20]=1)#[N:2]. The yield is 0.827. (9) The reactants are [CH3:1][O:2][C:3]1([CH2:6][CH2:7][NH2:8])[CH2:5][CH2:4]1.[Cl:9][CH2:10][CH2:11][N:12]=[C:13]=[O:14]. The yield is 0.810. The catalyst is C1COCC1. The product is [Cl:9][CH2:10][CH2:11][NH:12][C:13]([NH:8][CH2:7][CH2:6][C:3]1([O:2][CH3:1])[CH2:5][CH2:4]1)=[O:14].